From a dataset of Peptide-MHC class II binding affinity with 134,281 pairs from IEDB. Regression. Given a peptide amino acid sequence and an MHC pseudo amino acid sequence, predict their binding affinity value. This is MHC class II binding data. (1) The MHC is DRB1_0701 with pseudo-sequence DRB1_0701. The peptide sequence is QRPLVTIKIGGQLKE. The binding affinity (normalized) is 0.240. (2) The peptide sequence is ALRVIAGALEVHAVK. The MHC is HLA-DQA10101-DQB10501 with pseudo-sequence HLA-DQA10101-DQB10501. The binding affinity (normalized) is 0.193. (3) The binding affinity (normalized) is 0.375. The peptide sequence is TIPNIMFFSTMKRPS. The MHC is HLA-DPA10201-DPB10101 with pseudo-sequence HLA-DPA10201-DPB10101. (4) The peptide sequence is DDGRNIAWDNDKLES. The MHC is DRB1_0701 with pseudo-sequence DRB1_0701. The binding affinity (normalized) is 0.